This data is from Forward reaction prediction with 1.9M reactions from USPTO patents (1976-2016). The task is: Predict the product of the given reaction. Given the reactants Cl[C:2]1[N:7]([CH2:8][CH:9]2[CH2:11][CH2:10]2)[C:6](=[O:12])[NH:5][C:4](=[O:13])[CH:3]=1.[NH2:14][NH2:15], predict the reaction product. The product is: [CH:9]1([CH2:8][N:7]2[C:2]([NH:14][NH2:15])=[CH:3][C:4](=[O:13])[NH:5][C:6]2=[O:12])[CH2:11][CH2:10]1.